Dataset: Catalyst prediction with 721,799 reactions and 888 catalyst types from USPTO. Task: Predict which catalyst facilitates the given reaction. (1) Reactant: C([O:3][C:4](=[O:43])[C:5]([CH3:42])([O:35][C:36]1[CH:41]=[CH:40][CH:39]=[CH:38][CH:37]=1)[CH2:6][C:7]1[CH:12]=[CH:11][C:10]([O:13][CH2:14][CH2:15][C:16]2[N:17]=[C:18]([C:22]3[CH:23]=[C:24]([C:28]4[CH:33]=[CH:32][C:31]([F:34])=[CH:30][CH:29]=4)[CH:25]=[CH:26][CH:27]=3)[O:19][C:20]=2[CH3:21])=[CH:9][CH:8]=1)C.[OH-].[Na+]. Product: [F:34][C:31]1[CH:32]=[CH:33][C:28]([C:24]2[CH:25]=[CH:26][CH:27]=[C:22]([C:18]3[O:19][C:20]([CH3:21])=[C:16]([CH2:15][CH2:14][O:13][C:10]4[CH:11]=[CH:12][C:7]([CH2:6][C:5]([CH3:42])([O:35][C:36]5[CH:37]=[CH:38][CH:39]=[CH:40][CH:41]=5)[C:4]([OH:43])=[O:3])=[CH:8][CH:9]=4)[N:17]=3)[CH:23]=2)=[CH:29][CH:30]=1. The catalyst class is: 5. (2) Reactant: CC1C=CC=CC=1NCCN[C:12](=[O:18])[O:13][C:14]([CH3:17])([CH3:16])[CH3:15].[Br:19][C:20]1[CH:21]=[CH:22][C:23]([CH3:34])=[C:24]([NH:26][C:27](=[O:33])[CH2:28][NH:29][CH2:30][CH2:31][OH:32])[CH:25]=1. Product: [Br:19][C:20]1[CH:21]=[CH:22][C:23]([CH3:34])=[C:24]([NH:26][C:27](=[O:33])[CH2:28][N:29]([CH2:30][CH2:31][OH:32])[C:12](=[O:18])[O:13][C:14]([CH3:17])([CH3:16])[CH3:15])[CH:25]=1. The catalyst class is: 4. (3) Reactant: [C:1]1(=[O:5])[CH2:4][CH2:3][CH2:2]1.[N+:6]([CH3:9])([O-:8])=[O:7].[O-]CC.[Na+].O. Product: [N+:6]([CH2:9][C:1]1([OH:5])[CH2:4][CH2:3][CH2:2]1)([O-:8])=[O:7]. The catalyst class is: 8. (4) Reactant: [NH2:1][C:2]1[CH:3]=[CH:4][C:5]([O:8][CH3:9])=[N:6][CH:7]=1.[C:10]1(=O)[CH2:15][CH2:14][CH2:13][CH2:12][CH2:11]1.C[Si]([C:21]#[N:22])(C)C. Product: [CH3:9][O:8][C:5]1[N:6]=[CH:7][C:2]([NH:1][C:10]2([C:21]#[N:22])[CH2:15][CH2:14][CH2:13][CH2:12][CH2:11]2)=[CH:3][CH:4]=1. The catalyst class is: 15. (5) Reactant: [O:1]=[C:2]1[C:10]2[C:5](=[CH:6][CH:7]=[CH:8][CH:9]=2)[C:4](=[O:11])[N:3]1[CH2:12][CH2:13][CH2:14][O:15][C:16]1[CH:17]=[C:18]([CH:21]=[CH:22][CH:23]=1)[CH:19]=O.[NH:24]1[CH2:29][CH2:28][CH2:27][CH2:26][CH2:25]1. Product: [N:24]1([CH2:19][C:18]2[CH:17]=[C:16]([CH:23]=[CH:22][CH:21]=2)[O:15][CH2:14][CH2:13][CH2:12][N:3]2[C:4](=[O:11])[C:5]3[C:10](=[CH:9][CH:8]=[CH:7][CH:6]=3)[C:2]2=[O:1])[CH2:29][CH2:28][CH2:27][CH2:26][CH2:25]1. The catalyst class is: 78. (6) Reactant: [C:1]([O:5][C:6]([N:8]1[CH2:13][CH2:12][CH:11]([NH:14][C:15]([C:17]2[CH:18]=[C:19]([C:39]3[CH:44]=[C:43]([CH:45]([CH3:47])[CH3:46])[CH:42]=[CH:41][C:40]=3[O:48][CH3:49])[C:20]([O:31][CH2:32][C:33]3[CH:38]=[CH:37][CH:36]=[CH:35][CH:34]=3)=[CH:21][C:22]=2[O:23][CH2:24][C:25]2[CH:30]=[CH:29][CH:28]=[CH:27][CH:26]=2)=O)[CH2:10][CH2:9]1)=[O:7])([CH3:4])([CH3:3])[CH3:2].P(Cl)(Cl)(Cl)(Cl)Cl.[Si]([N:60]=[N+:61]=[N-:62])(C)(C)C. Product: [C:1]([O:5][C:6]([N:8]1[CH2:13][CH2:12][CH:11]([N:14]2[C:15]([C:17]3[CH:18]=[C:19]([C:39]4[CH:44]=[C:43]([CH:45]([CH3:47])[CH3:46])[CH:42]=[CH:41][C:40]=4[O:48][CH3:49])[C:20]([O:31][CH2:32][C:33]4[CH:34]=[CH:35][CH:36]=[CH:37][CH:38]=4)=[CH:21][C:22]=3[O:23][CH2:24][C:25]3[CH:30]=[CH:29][CH:28]=[CH:27][CH:26]=3)=[N:62][N:61]=[N:60]2)[CH2:10][CH2:9]1)=[O:7])([CH3:3])([CH3:4])[CH3:2]. The catalyst class is: 4. (7) Reactant: [F:1][C:2]1[CH:7]=[CH:6][C:5]([CH2:8][CH:9]([CH:13]([OH:24])[C:14]2[CH:19]=[CH:18][C:17]([C:20]([F:23])([F:22])[F:21])=[CH:16][CH:15]=2)C(O)=O)=[CH:4][CH:3]=1.C1(P(N=[N+]=[N-])(C2C=CC=CC=2)=[O:32])C=CC=CC=1.C([N:44]([CH2:47]C)CC)C. Product: [F:1][C:2]1[CH:3]=[CH:4][C:5]([CH2:8][CH:9]2[CH:13]([C:14]3[CH:19]=[CH:18][C:17]([C:20]([F:21])([F:23])[F:22])=[CH:16][CH:15]=3)[O:24][C:47](=[O:32])[NH:44]2)=[CH:6][CH:7]=1. The catalyst class is: 30.